Dataset: Peptide-MHC class I binding affinity with 185,985 pairs from IEDB/IMGT. Task: Regression. Given a peptide amino acid sequence and an MHC pseudo amino acid sequence, predict their binding affinity value. This is MHC class I binding data. (1) The peptide sequence is YVMLTFVAR. The MHC is HLA-A03:01 with pseudo-sequence HLA-A03:01. The binding affinity (normalized) is 0.0847. (2) The peptide sequence is ILKEPVHGV. The MHC is HLA-A02:06 with pseudo-sequence HLA-A02:06. The binding affinity (normalized) is 0.114. (3) The peptide sequence is TTPVLMEKPYY. The MHC is Mamu-A01 with pseudo-sequence Mamu-A01. The binding affinity (normalized) is 0.378. (4) The peptide sequence is ELYENKPDV. The binding affinity (normalized) is 0.0847. The MHC is HLA-A24:03 with pseudo-sequence HLA-A24:03. (5) The MHC is HLA-A02:01 with pseudo-sequence HLA-A02:01. The peptide sequence is YLVAYQKTV. The binding affinity (normalized) is 0.581.